Dataset: Catalyst prediction with 721,799 reactions and 888 catalyst types from USPTO. Task: Predict which catalyst facilitates the given reaction. (1) Reactant: [Br:1][C:2]1[CH:7]=[CH:6][C:5]([OH:8])=[CH:4][C:3]=1[CH3:9].Br[CH2:11][CH2:12][O:13][CH:14]1[CH2:19][CH2:18][CH2:17][CH2:16][O:15]1.C([O-])([O-])=O.[K+].[K+].[OH-].[Na+]. Product: [Br:1][C:2]1[CH:7]=[CH:6][C:5]([O:8][CH2:11][CH2:12][O:13][CH:14]2[CH2:19][CH2:18][CH2:17][CH2:16][O:15]2)=[CH:4][C:3]=1[CH3:9]. The catalyst class is: 31. (2) Reactant: [CH:1]1([C:4]2[C:9](=[O:10])[NH:8][C:7](=[O:11])[N:6]([CH2:12][C:13]3[CH:18]=[C:17]([F:19])[N:16]=[C:15](F)[CH:14]=3)[C:5]=2[C:21]([C:23]2[CH:24]=[C:25]([CH:28]=[C:29]([CH3:31])[CH:30]=2)[C:26]#[N:27])=[O:22])[CH2:3][CH2:2]1.C(=O)([O-])[O-].[K+].[K+].FC1C=C(COS(C)(=O)=O)C=C([NH:51][CH2:52][C:53]2[CH:58]=[CH:57][C:56]([O:59][CH3:60])=[CH:55][CH:54]=2)N=1.[I-].[Li+]. Product: [CH:1]1([C:4]2[C:9](=[O:10])[NH:8][C:7](=[O:11])[N:6]([CH2:12][C:13]3[CH:14]=[C:15]([NH:51][CH2:52][C:53]4[CH:58]=[CH:57][C:56]([O:59][CH3:60])=[CH:55][CH:54]=4)[N:16]=[C:17]([F:19])[CH:18]=3)[C:5]=2[C:21]([C:23]2[CH:24]=[C:25]([CH:28]=[C:29]([CH3:31])[CH:30]=2)[C:26]#[N:27])=[O:22])[CH2:2][CH2:3]1. The catalyst class is: 39. (3) Reactant: [Na].C(O[CH:7]=[CH:8][C:9](=O)[C:10]([F:13])([F:12])[F:11])CCC.[C:15]([NH2:21])(=[O:20])[CH2:16][C:17]([NH2:19])=[O:18]. Product: [O:18]=[C:17]1[C:16]([C:15]([NH2:21])=[O:20])=[CH:7][CH:8]=[C:9]([C:10]([F:11])([F:12])[F:13])[NH:19]1. The catalyst class is: 8.